Dataset: Full USPTO retrosynthesis dataset with 1.9M reactions from patents (1976-2016). Task: Predict the reactants needed to synthesize the given product. Given the product [Cl:1][C:2]1[CH:3]=[C:4]2[C:9](=[CH:10][CH:11]=1)[NH:8][CH2:7][CH2:6][CH2:5]2, predict the reactants needed to synthesize it. The reactants are: [Cl:1][C:2]1[CH:3]=[C:4]2[C:9](=[CH:10][CH:11]=1)[N:8]=[CH:7][CH:6]=[CH:5]2.Cl.